This data is from Peptide-MHC class I binding affinity with 185,985 pairs from IEDB/IMGT. The task is: Regression. Given a peptide amino acid sequence and an MHC pseudo amino acid sequence, predict their binding affinity value. This is MHC class I binding data. The peptide sequence is GRLKFSLSY. The MHC is HLA-B48:01 with pseudo-sequence HLA-B48:01. The binding affinity (normalized) is 0.0847.